From a dataset of Forward reaction prediction with 1.9M reactions from USPTO patents (1976-2016). Predict the product of the given reaction. (1) Given the reactants [OH:1][C@@:2]1([C:33]([F:36])([F:35])[F:34])[C:14]2[CH:13]=[C:12]([O:15][CH2:16][CH2:17][C:18]([OH:21])([CH3:20])[CH3:19])[CH:11]=[C:10]([C:22]3[CH:23]=[N:24][N:25]([C:27]([CH3:32])([CH3:31])[C:28]([NH2:30])=[O:29])[CH:26]=3)[C:9]=2[C:8]2[C:3]1=[CH:4][CH:5]=[CH:6][CH:7]=2.O.CCCCCC, predict the reaction product. The product is: [OH2:1].[OH:1][C@@:2]1([C:33]([F:35])([F:36])[F:34])[C:14]2[CH:13]=[C:12]([O:15][CH2:16][CH2:17][C:18]([OH:21])([CH3:19])[CH3:20])[CH:11]=[C:10]([C:22]3[CH:23]=[N:24][N:25]([C:27]([CH3:31])([CH3:32])[C:28]([NH2:30])=[O:29])[CH:26]=3)[C:9]=2[C:8]2[C:3]1=[CH:4][CH:5]=[CH:6][CH:7]=2. (2) Given the reactants Br[C:2]1[CH:7]=[CH:6][C:5]([C:8]2[CH:13]=[CH:12][C:11]([N:14]3[C:26]4[CH:25]=[CH:24][CH:23]=[CH:22][C:21]=4[C:20]4[C:15]3=[CH:16][CH:17]=[CH:18][CH:19]=4)=[CH:10][CH:9]=2)=[CH:4][CH:3]=1.[C:27]1([C:33]2([C:47]3[CH:52]=[CH:51][CH:50]=[CH:49][CH:48]=3)[C:46]3[CH:45]=[CH:44][CH:43]=[CH:42][C:41]=3[NH:40][C:39]3[C:34]2=[CH:35][CH:36]=[CH:37][CH:38]=3)[CH:32]=[CH:31][CH:30]=[CH:29][CH:28]=1, predict the reaction product. The product is: [CH:25]1[C:26]2[N:14]([C:11]3[CH:12]=[CH:13][C:8]([C:5]4[CH:6]=[CH:7][C:2]([N:40]5[C:39]6[C:34](=[CH:35][CH:36]=[CH:37][CH:38]=6)[C:33]([C:27]6[CH:28]=[CH:29][CH:30]=[CH:31][CH:32]=6)([C:47]6[CH:48]=[CH:49][CH:50]=[CH:51][CH:52]=6)[C:46]6[CH:45]=[CH:44][CH:43]=[CH:42][C:41]5=6)=[CH:3][CH:4]=4)=[CH:9][CH:10]=3)[C:15]3[C:20](=[CH:19][CH:18]=[CH:17][CH:16]=3)[C:21]=2[CH:22]=[CH:23][CH:24]=1. (3) The product is: [F:6][C:7]1[CH:8]=[C:9]([N:15]2[C:19]([C:20]([F:23])([F:22])[F:21])=[C:18]([C:24]([O:26][CH2:27][CH3:28])=[O:25])[CH:17]=[N:16]2)[CH:10]=[C:11]([I:36])[C:12]=1[O:13][CH3:14]. Given the reactants S(=O)(=O)(O)O.[F:6][C:7]1[CH:8]=[C:9]([N:15]2[C:19]([C:20]([F:23])([F:22])[F:21])=[C:18]([C:24]([O:26][CH2:27][CH3:28])=[O:25])[CH:17]=[N:16]2)[CH:10]=[CH:11][C:12]=1[O:13][CH3:14].C1C(=O)N([I:36])C(=O)C1, predict the reaction product. (4) Given the reactants [Cl:1][C:2]1[CH:9]=[C:8]([C:10]([F:13])([F:12])[F:11])[CH:7]=[CH:6][C:3]=1[CH:4]=O.[N+:14]([CH3:17])([O-:16])=[O:15].Cl.CN.C([O-])(=O)C.[Na+], predict the reaction product. The product is: [Cl:1][C:2]1[CH:9]=[C:8]([C:10]([F:13])([F:12])[F:11])[CH:7]=[CH:6][C:3]=1/[CH:4]=[CH:17]/[N+:14]([O-:16])=[O:15]. (5) Given the reactants [CH2:1]([O:3][C:4](=[O:20])[CH2:5][C:6]1[CH:11]=[C:10]([N:12]2[CH2:17][CH2:16][N:15]([CH3:18])[CH2:14][CH2:13]2)[CH:9]=[CH:8][C:7]=1[NH2:19])[CH3:2].[C:21](OC(=O)C)(=[O:23])[CH3:22].C(N(CC)CC)C, predict the reaction product. The product is: [CH2:1]([O:3][C:4](=[O:20])[CH2:5][C:6]1[CH:11]=[C:10]([N:12]2[CH2:13][CH2:14][N:15]([CH3:18])[CH2:16][CH2:17]2)[CH:9]=[CH:8][C:7]=1[NH:19][C:21](=[O:23])[CH3:22])[CH3:2]. (6) Given the reactants F[C:2]1[CH:8]=[CH:7][C:6]([C:9]([F:12])([F:11])[F:10])=[CH:5][C:3]=1N.SC1SC2C=CC=C(C(F)(F)F)C=2N=1.[Cl:27][C:28]1[S:29]C2C=CC(Cl)=CC=2[N:32]=1, predict the reaction product. The product is: [Cl:27][C:28]1[S:29][C:3]2[CH:2]=[CH:8][CH:7]=[C:6]([C:9]([F:12])([F:11])[F:10])[C:5]=2[N:32]=1. (7) Given the reactants [N:1]1([C:5]2[C:10]3=[C:11]([C:14]4[CH:15]=[N:16][N:17]([CH3:20])[C:18]=4Br)[N:12]=[CH:13][N:9]3[N:8]=[CH:7][N:6]=2)[CH2:4][CH2:3][CH2:2]1.[F:21][C:22]([F:33])([F:32])[C:23]1[CH:28]=[CH:27][C:26](B(O)O)=[CH:25][CH:24]=1.[C:34](=[O:37])([O-])[O-:35].[Na+].[Na+], predict the reaction product. The product is: [F:21][C:22]([F:33])([F:32])[C:34]([OH:35])=[O:37].[N:1]1([C:5]2[C:10]3=[C:11]([C:14]4[CH:15]=[N:16][N:17]([CH3:20])[C:18]=4[C:26]4[CH:27]=[CH:28][C:23]([C:22]([F:33])([F:32])[F:21])=[CH:24][CH:25]=4)[N:12]=[CH:13][N:9]3[N:8]=[CH:7][N:6]=2)[CH2:4][CH2:3][CH2:2]1. (8) Given the reactants Cl[C:2]1[N:7]=[C:6]([N:8]2[CH2:13][CH2:12][O:11][CH2:10][CH2:9]2)[C:5]([F:14])=[C:4]([Cl:15])[N:3]=1.Cl.[F:17][C:18]1[CH:19]=[N:20][C:21]([C@@H:24]([NH2:26])[CH3:25])=[N:22][CH:23]=1.CCN(C(C)C)C(C)C, predict the reaction product. The product is: [Cl:15][C:4]1[C:5]([F:14])=[C:6]([N:8]2[CH2:13][CH2:12][O:11][CH2:10][CH2:9]2)[N:7]=[C:2]([NH:26][C@H:24]([C:21]2[N:22]=[CH:23][C:18]([F:17])=[CH:19][N:20]=2)[CH3:25])[N:3]=1.